Dataset: Reaction yield outcomes from USPTO patents with 853,638 reactions. Task: Predict the reaction yield, written as a fraction of the theoretical maximum amount of product (1.0 means a 100% yield; for example, 0.34 means a 34% yield). (1) The reactants are [C:1]([N:5]([C:29](=[O:38])[C:30]1[CH:35]=[C:34]([CH3:36])[CH:33]=[C:32]([CH3:37])[CH:31]=1)[NH:6][C:7]([C:9]1[CH:27]=[CH:26][C:12]2[O:13][CH2:14][CH:15]([CH2:17][O:18][Si](C(C)(C)C)(C)C)[O:16][C:11]=2[C:10]=1[CH3:28])=[O:8])([CH3:4])([CH3:3])[CH3:2].[F-].C([N+](CCCC)(CCCC)CCCC)CCC. The catalyst is C1COCC1. The product is [C:1]([N:5]([C:29](=[O:38])[C:30]1[CH:31]=[C:32]([CH3:37])[CH:33]=[C:34]([CH3:36])[CH:35]=1)[NH:6][C:7]([C:9]1[CH:27]=[CH:26][C:12]2[O:13][CH2:14][CH:15]([CH2:17][OH:18])[O:16][C:11]=2[C:10]=1[CH3:28])=[O:8])([CH3:4])([CH3:3])[CH3:2]. The yield is 1.00. (2) The reactants are [CH:1]1([CH2:4][C:5]([OH:12])([CH3:11])[C:6]([O:8]CC)=[O:7])[CH2:3][CH2:2]1.[Li+].[OH-]. The catalyst is CO. The product is [CH:1]1([CH2:4][C:5]([OH:12])([CH3:11])[C:6]([OH:8])=[O:7])[CH2:3][CH2:2]1. The yield is 0.398. (3) The reactants are [Br:1][C:2]1[CH:14]=[CH:13][C:5]([CH2:6][S:7]([CH2:10][CH2:11]O)(=[O:9])=[O:8])=[CH:4][CH:3]=1.C(N(CC)CC)C.CS(Cl)(=O)=O.C(=O)([O-])O.[Na+]. The catalyst is C(Cl)Cl. The product is [Br:1][C:2]1[CH:3]=[CH:4][C:5]([CH2:6][S:7]([CH:10]=[CH2:11])(=[O:9])=[O:8])=[CH:13][CH:14]=1. The yield is 0.860. (4) The reactants are C(NC(C)C)(C)C.C([Li])CCC.Cl.[Cl:14][C:15]1[CH:20]=[CH:19][N:18]=[CH:17][CH:16]=1.[Cl:21][C:22]1[CH:29]=[CH:28][C:25]([CH:26]=[O:27])=[CH:24][CH:23]=1.[NH4+].[Cl-].C([O-])([O-])=O.[Na+].[Na+]. The catalyst is C1COCC1. The product is [Cl:21][C:22]1[CH:29]=[CH:28][C:25]([CH:26]([C:16]2[CH:17]=[N:18][CH:19]=[CH:20][C:15]=2[Cl:14])[OH:27])=[CH:24][CH:23]=1. The yield is 0.894. (5) The reactants are C([O:4][CH2:5][C:6]1[CH:7]=[C:8]2[CH:14]=[CH:13][O:12][C:9]2=[CH:10][N:11]=1)(=O)C.[OH-].[Na+]. The catalyst is O1CCOCC1.O. The product is [O:12]1[C:9]2=[CH:10][N:11]=[C:6]([CH2:5][OH:4])[CH:7]=[C:8]2[CH:14]=[CH:13]1. The yield is 0.700.